The task is: Predict the reaction yield, written as a fraction of the theoretical maximum amount of product (1.0 means a 100% yield; for example, 0.34 means a 34% yield).. This data is from Reaction yield outcomes from USPTO patents with 853,638 reactions. The reactants are [Cl:1][C:2]1[CH:3]=[C:4]([S:8]([C:11]2[N:12]=[N:13][C:14]([O:17]C)=[CH:15][CH:16]=2)(=[O:10])=[O:9])[CH:5]=[CH:6][CH:7]=1.Cl. The catalyst is O1CCOCC1. The product is [Cl:1][C:2]1[CH:3]=[C:4]([S:8]([C:11]2[CH:16]=[CH:15][C:14](=[O:17])[NH:13][N:12]=2)(=[O:10])=[O:9])[CH:5]=[CH:6][CH:7]=1. The yield is 0.380.